Dataset: Full USPTO retrosynthesis dataset with 1.9M reactions from patents (1976-2016). Task: Predict the reactants needed to synthesize the given product. (1) Given the product [NH:40]1[C:41]2[C:46](=[CH:45][CH:44]=[CH:43][CH:42]=2)[C:38]([CH2:37][CH2:36][O:35][C:34](=[O:33])[NH:23][CH2:22][CH2:21][CH2:20][CH2:19][CH2:18][CH2:17][NH:16][C:12]2[C:13]3[C:4]([N:5]=[C:6]4[C:11]=2[CH2:10][CH2:9][CH2:8][CH2:7]4)=[CH:3][C:2]([Cl:1])=[CH:15][CH:14]=3)=[CH:39]1, predict the reactants needed to synthesize it. The reactants are: [Cl:1][C:2]1[CH:3]=[C:4]2[C:13](=[CH:14][CH:15]=1)[C:12]([NH:16][CH2:17][CH2:18][CH2:19][CH2:20][CH2:21][CH2:22][NH2:23])=[C:11]1[C:6]([CH2:7][CH2:8][CH2:9][CH2:10]1)=[N:5]2.[N+](C1C=CC([O:33][C:34](=O)[O:35][CH2:36][CH2:37][C:38]2[C:46]3[C:41](=[CH:42][CH:43]=[CH:44][CH:45]=3)[NH:40][CH:39]=2)=CC=1)([O-])=O. (2) Given the product [Cl:1][C:2]1[CH:3]=[C:4]2[C:9](=[CH:10][C:11]=1[O:12][C:13]1[CH:18]=[CH:17][C:16]([C:19](=[O:34])[NH:20][C:21]3[S:22][C:23]4[CH:29]=[C:28]([C:30]([F:33])([F:32])[F:31])[CH:27]=[CH:26][C:24]=4[N:25]=3)=[CH:15][CH:14]=1)[O:8][CH2:7][CH2:6][CH:5]2[C:35]([OH:37])=[O:36], predict the reactants needed to synthesize it. The reactants are: [Cl:1][C:2]1[CH:3]=[C:4]2[C:9](=[CH:10][C:11]=1[O:12][C:13]1[CH:18]=[CH:17][C:16]([C:19](=[O:34])[NH:20][C:21]3[S:22][C:23]4[CH:29]=[C:28]([C:30]([F:33])([F:32])[F:31])[CH:27]=[CH:26][C:24]=4[N:25]=3)=[CH:15][CH:14]=1)[O:8][CH2:7][CH2:6][CH:5]2[C:35]([O:37]CC)=[O:36].[OH-].[Na+].C(O)C. (3) Given the product [Cl:1][C:2]1[N:11]=[C:10]([N:15]([CH3:16])[CH3:14])[C:9]2[C:4](=[CH:5][CH:6]=[C:7]([CH3:13])[CH:8]=2)[N:3]=1, predict the reactants needed to synthesize it. The reactants are: [Cl:1][C:2]1[N:11]=[C:10](Cl)[C:9]2[C:4](=[CH:5][CH:6]=[C:7]([CH3:13])[CH:8]=2)[N:3]=1.[CH3:14][NH:15][CH3:16]. (4) Given the product [NH2:1][C:2]1[N:3]([CH3:24])[C:4](=[O:23])[C:5]2([C:15]3[C:10](=[CH:11][CH:12]=[C:13]([C:33]4[CH:34]=[C:29]([CH:30]=[CH:31][CH:32]=4)[C:27]([NH:26][CH3:25])=[O:28])[CH:14]=3)[O:9][CH:8]([C:17]3[CH:22]=[CH:21][CH:20]=[CH:19][CH:18]=3)[CH2:7]2)[N:6]=1, predict the reactants needed to synthesize it. The reactants are: [NH2:1][C:2]1[N:3]([CH3:24])[C:4](=[O:23])[C:5]2([C:15]3[C:10](=[CH:11][CH:12]=[C:13](Br)[CH:14]=3)[O:9][CH:8]([C:17]3[CH:22]=[CH:21][CH:20]=[CH:19][CH:18]=3)[CH2:7]2)[N:6]=1.[CH3:25][NH:26][C:27]([C:29]1[CH:30]=[C:31](B(O)O)[CH:32]=[CH:33][CH:34]=1)=[O:28].